From a dataset of Peptide-MHC class II binding affinity with 134,281 pairs from IEDB. Regression. Given a peptide amino acid sequence and an MHC pseudo amino acid sequence, predict their binding affinity value. This is MHC class II binding data. The peptide sequence is KKPFALLLVLAGWLFHV. The MHC is DRB1_0404 with pseudo-sequence DRB1_0404. The binding affinity (normalized) is 0.357.